This data is from Ames mutagenicity test results for genotoxicity prediction. The task is: Regression/Classification. Given a drug SMILES string, predict its toxicity properties. Task type varies by dataset: regression for continuous values (e.g., LD50, hERG inhibition percentage) or binary classification for toxic/non-toxic outcomes (e.g., AMES mutagenicity, cardiotoxicity, hepatotoxicity). Dataset: ames. (1) The drug is O=C1O[C@@H](O)C(C(Cl)Cl)=C1Cl. The result is 1 (mutagenic). (2) The molecule is CCOC(=O)C[C@H](SP(=S)(OC)OC)C(=O)OCC. The result is 0 (non-mutagenic). (3) The drug is CC(Cc1ccc(O)c(O)c1)C(C)Cc1ccc(O)c(O)c1. The result is 0 (non-mutagenic).